Task: Predict which catalyst facilitates the given reaction.. Dataset: Catalyst prediction with 721,799 reactions and 888 catalyst types from USPTO Reactant: [Cl:1][C:2]1[CH:3]=[C:4]([C:8]2[C:13]3[N:14]=[C:15]([NH2:17])[S:16][C:12]=3[CH:11]=[C:10]([CH2:18][C:19]3[CH:24]=[CH:23][C:22]([N+:25]([O-:27])=[O:26])=[CH:21][CH:20]=3)[CH:9]=2)[CH:5]=[CH:6][CH:7]=1.[CH3:28][C:29]([O:32][C:33](O[C:33]([O:32][C:29]([CH3:31])([CH3:30])[CH3:28])=[O:34])=[O:34])([CH3:31])[CH3:30]. Product: [C:29]([O:32][C:33](=[O:34])[NH:17][C:15]1[S:16][C:12]2[CH:11]=[C:10]([CH2:18][C:19]3[CH:24]=[CH:23][C:22]([N+:25]([O-:27])=[O:26])=[CH:21][CH:20]=3)[CH:9]=[C:8]([C:4]3[CH:5]=[CH:6][CH:7]=[C:2]([Cl:1])[CH:3]=3)[C:13]=2[N:14]=1)([CH3:31])([CH3:30])[CH3:28]. The catalyst class is: 230.